Dataset: Forward reaction prediction with 1.9M reactions from USPTO patents (1976-2016). Task: Predict the product of the given reaction. (1) Given the reactants [CH:1](=O)[C:2]1[CH:7]=[CH:6][C:5]([O:8][CH3:9])=[CH:4][CH:3]=1.[C:11](#[N:15])[CH2:12][C:13]#[N:14].[CH3:16][C:17]1([CH3:25])[CH2:22][C:21](=[O:23])[CH2:20][C:19](=[O:24])[CH2:18]1, predict the reaction product. The product is: [NH2:14][C:13]1[O:24][C:19]2[CH2:18][C:17]([CH3:25])([CH3:16])[CH2:22][C:21](=[O:23])[C:20]=2[CH:1]([C:2]2[CH:7]=[CH:6][C:5]([O:8][CH3:9])=[CH:4][CH:3]=2)[C:12]=1[C:11]#[N:15]. (2) Given the reactants CC1C=CC=C(C)C=1C[NH:10][C:11]1[C:12]2[N:13]([C:25]([CH3:29])=[C:26]([CH3:28])[N:27]=2)[CH:14]=[C:15]([C:17]2[CH:18]=[N:19][C:20]([O:23]C)=[CH:21][CH:22]=2)[CH:16]=1.Cl, predict the reaction product. The product is: [NH3:10].[NH2:10][C:11]1[C:12]2[N:13]([C:25]([CH3:29])=[C:26]([CH3:28])[N:27]=2)[CH:14]=[C:15]([C:17]2[CH:22]=[CH:21][C:20](=[O:23])[NH:19][CH:18]=2)[CH:16]=1. (3) Given the reactants [Br:1][C:2]1[CH:7]=[CH:6][C:5]([C@@H:8]([NH:10][CH2:11][CH2:12][C:13]2([CH:18]([CH3:20])[CH3:19])OCC[O:14]2)[CH3:9])=[CH:4][CH:3]=1.Cl.C([O-])(O)=O.[Na+], predict the reaction product. The product is: [Br:1][C:2]1[CH:3]=[CH:4][C:5]([C@@H:8]([NH:10][CH2:11][CH2:12][C:13](=[O:14])[CH:18]([CH3:20])[CH3:19])[CH3:9])=[CH:6][CH:7]=1. (4) Given the reactants [C:1]([C:3]1([NH:6][C:7]([CH:9]2[CH2:13][CH2:12][CH:11]([S:14]([C:17]3[CH:22]=[CH:21][C:20](F)=[CH:19][C:18]=3[Cl:24])(=[O:16])=[O:15])[CH2:10]2)=[O:8])[CH2:5][CH2:4]1)#[N:2].[NH:25]1[CH2:30][CH2:29][O:28][CH2:27][CH2:26]1, predict the reaction product. The product is: [C:1]([C:3]1([NH:6][C:7]([C@@H:9]2[CH2:13][CH2:12][C@@H:11]([S:14]([C:17]3[CH:22]=[CH:21][C:20]([N:25]4[CH2:30][CH2:29][O:28][CH2:27][CH2:26]4)=[CH:19][C:18]=3[Cl:24])(=[O:16])=[O:15])[CH2:10]2)=[O:8])[CH2:5][CH2:4]1)#[N:2]. (5) Given the reactants [Br:1][C:2]1[CH:3]=[CH:4][C:5]([O:16][CH2:17][C:18]2[CH:23]=[CH:22][C:21]([Cl:24])=[CH:20][CH:19]=2)=[C:6]([CH2:8][N:9]2[CH2:14][CH2:13][CH:12]([NH2:15])[CH2:11][CH2:10]2)[CH:7]=1.[CH:25](=O)[CH3:26].[BH-](OC(C)=O)(OC(C)=O)O[C:30]([CH3:32])=O.[Na+], predict the reaction product. The product is: [Br:1][C:2]1[CH:3]=[CH:4][C:5]([O:16][CH2:17][C:18]2[CH:19]=[CH:20][C:21]([Cl:24])=[CH:22][CH:23]=2)=[C:6]([CH2:8][N:9]2[CH2:14][CH2:13][CH:12]([N:15]([CH2:25][CH3:26])[CH2:30][CH3:32])[CH2:11][CH2:10]2)[CH:7]=1.